The task is: Regression. Given a peptide amino acid sequence and an MHC pseudo amino acid sequence, predict their binding affinity value. This is MHC class II binding data.. This data is from Peptide-MHC class II binding affinity with 134,281 pairs from IEDB. (1) The peptide sequence is PNITATYGDKWLDAK. The MHC is DRB4_0101 with pseudo-sequence DRB4_0103. The binding affinity (normalized) is 0. (2) The peptide sequence is AVTYYKEADYSQIPI. The MHC is DRB1_0404 with pseudo-sequence DRB1_0404. The binding affinity (normalized) is 0.0701. (3) The peptide sequence is KTMAVCTNAKVTAKG. The MHC is HLA-DQA10201-DQB10202 with pseudo-sequence HLA-DQA10201-DQB10202. The binding affinity (normalized) is 0. (4) The binding affinity (normalized) is 0. The peptide sequence is AQAAVVRFQEAANKQ. The MHC is DRB1_0701 with pseudo-sequence DRB1_0701. (5) The peptide sequence is YTVFETALKKAITAM. The MHC is DRB3_0202 with pseudo-sequence DRB3_0202. The binding affinity (normalized) is 0.184. (6) The peptide sequence is GEPGKAGEKGLPGA. The MHC is HLA-DQA10302-DQB10401 with pseudo-sequence HLA-DQA10303-DQB10402. The binding affinity (normalized) is 0. (7) The peptide sequence is SGIDTNAYYVMTVGT. The MHC is DRB1_1101 with pseudo-sequence DRB1_1101. The binding affinity (normalized) is 0.541.